From a dataset of Full USPTO retrosynthesis dataset with 1.9M reactions from patents (1976-2016). Predict the reactants needed to synthesize the given product. (1) Given the product [CH3:17][N:14]1[CH2:15][CH2:16][C@:10]2([N:9]=[C:8]([C:4]3[CH:3]=[C:2]([C:24]4[CH:25]=[CH:26][C:21]([C:20]([F:31])([F:30])[F:19])=[CH:22][CH:23]=4)[CH:7]=[CH:6][N:5]=3)[CH2:12][CH2:11]2)[C:13]1=[O:18], predict the reactants needed to synthesize it. The reactants are: Br[C:2]1[CH:7]=[CH:6][N:5]=[C:4]([C:8]2[CH2:12][CH2:11][C@@:10]3([CH2:16][CH2:15][N:14]([CH3:17])[C:13]3=[O:18])[N:9]=2)[CH:3]=1.[F:19][C:20]([F:31])([F:30])[C:21]1[CH:26]=[CH:25][C:24](B(O)O)=[CH:23][CH:22]=1.C(=O)([O-])[O-].[Na+].[Na+]. (2) The reactants are: Br[CH2:2][C:3]1[C:8]([Cl:9])=[C:7]([Cl:10])[CH:6]=[CH:5][C:4]=1[Cl:11].[CH3:12][C:13]1[N:18]=[C:17]([SH:19])[N:16]=[C:15]([OH:20])[CH:14]=1.C(=O)([O-])[O-].[K+].[K+].O. Given the product [CH3:12][C:13]1[N:18]=[C:17]([S:19][CH2:2][C:3]2[C:4]([Cl:11])=[CH:5][CH:6]=[C:7]([Cl:10])[C:8]=2[Cl:9])[N:16]=[C:15]([OH:20])[CH:14]=1, predict the reactants needed to synthesize it. (3) Given the product [Br:33][CH2:2][CH:3]1[CH2:6][C:5]([CH2:29][C:30]#[N:31])([N:7]2[CH:11]=[C:10]([C:12]3[C:13]4[CH:20]=[CH:19][N:18]([CH2:21][O:22][CH2:23][CH2:24][Si:25]([CH3:28])([CH3:27])[CH3:26])[C:14]=4[N:15]=[CH:16][N:17]=3)[CH:9]=[N:8]2)[CH2:4]1, predict the reactants needed to synthesize it. The reactants are: O[CH2:2][CH:3]1[CH2:6][C:5]([CH2:29][C:30]#[N:31])([N:7]2[CH:11]=[C:10]([C:12]3[C:13]4[CH:20]=[CH:19][N:18]([CH2:21][O:22][CH2:23][CH2:24][Si:25]([CH3:28])([CH3:27])[CH3:26])[C:14]=4[N:15]=[CH:16][N:17]=3)[CH:9]=[N:8]2)[CH2:4]1.C(Br)(Br)(Br)[Br:33].C1(P(C2C=CC=CC=2)C2C=CC=CC=2)C=CC=CC=1.C([O-])(O)=O.[Na+].